From a dataset of Reaction yield outcomes from USPTO patents with 853,638 reactions. Predict the reaction yield, written as a fraction of the theoretical maximum amount of product (1.0 means a 100% yield; for example, 0.34 means a 34% yield). (1) The yield is 0.390. The product is [Cl:32][CH2:33][C:34]1[N:36]=[C:5]([C:4]2[CH:8]=[CH:9][CH:10]=[C:2]([Cl:1])[CH:3]=2)[O:7][N:35]=1. The reactants are [Cl:1][C:2]1[CH:3]=[C:4]([CH:8]=[CH:9][CH:10]=1)[C:5]([OH:7])=O.CCN=C=NCCCN(C)C.C1C=CC2N(O)N=NC=2C=1.[Cl:32][CH2:33][C:34]([NH:36]O)=[NH:35]. The catalyst is CN(C=O)C. (2) The reactants are [S:1]([NH2:5])([NH2:4])(=[O:3])=[O:2].N[C:7]1[CH:12]=[CH:11][C:10]([C:13]2[N:14]=[CH:15][N:16]([C:18]([N:20]([CH:22]3[CH2:27][CH2:26][CH2:25][CH2:24][CH2:23]3)[CH3:21])=[O:19])[CH:17]=2)=[CH:9][CH:8]=1. The catalyst is O1CCOCC1. The product is [CH:22]1([N:20]([CH3:21])[C:18]([N:16]2[CH:17]=[C:13]([C:10]3[CH:11]=[CH:12][C:7]([NH:4][S:1](=[O:3])(=[O:2])[NH2:5])=[CH:8][CH:9]=3)[N:14]=[CH:15]2)=[O:19])[CH2:23][CH2:24][CH2:25][CH2:26][CH2:27]1. The yield is 0.0600.